From a dataset of Full USPTO retrosynthesis dataset with 1.9M reactions from patents (1976-2016). Predict the reactants needed to synthesize the given product. Given the product [CH2:29]([O:28][C:26](=[O:27])[CH:25]([C:23]#[N:24])[C:17]1[CH:22]=[CH:21][CH:20]=[CH:19][CH:18]=1)[CH3:30], predict the reactants needed to synthesize it. The reactants are: P([O-])([O-])([O-])=O.[Na+].[Na+].[Na+].C1(C)C=CC=CC=1.Cl[C:17]1[CH:22]=[CH:21][CH:20]=[CH:19][CH:18]=1.[C:23]([CH2:25][C:26]([O:28][CH2:29][CH3:30])=[O:27])#[N:24].